Dataset: Full USPTO retrosynthesis dataset with 1.9M reactions from patents (1976-2016). Task: Predict the reactants needed to synthesize the given product. (1) The reactants are: C[O:2][C:3]([C:5]1[N:6]=[C:7]([C:36]([F:39])([F:38])[F:37])[N:8]2[CH2:13][CH2:12][N:11]([C:14](=[O:35])[CH2:15][C@H:16]([NH:27][C:28]([O:30][C:31]([CH3:34])([CH3:33])[CH3:32])=[O:29])[CH2:17][C:18]3[CH:23]=[C:22]([F:24])[C:21]([F:25])=[CH:20][C:19]=3[F:26])[CH2:10][C:9]=12)=[O:4].[OH-].[Na+].Cl. Given the product [C:31]([O:30][C:28]([NH:27][C@H:16]([CH2:17][C:18]1[CH:23]=[C:22]([F:24])[C:21]([F:25])=[CH:20][C:19]=1[F:26])[CH2:15][C:14]([N:11]1[CH2:12][CH2:13][N:8]2[C:7]([C:36]([F:38])([F:39])[F:37])=[N:6][C:5]([C:3]([OH:4])=[O:2])=[C:9]2[CH2:10]1)=[O:35])=[O:29])([CH3:34])([CH3:32])[CH3:33], predict the reactants needed to synthesize it. (2) Given the product [C:1]([O:5][C:6]([N:8]1[C@H:13]([C:14](=[O:16])[NH:21][CH2:20][C:19]([F:18])=[C:22]([CH3:24])[CH3:23])[CH2:12][C@@H:11]2[C@H:9]1[CH2:10]2)=[O:7])([CH3:2])([CH3:3])[CH3:4], predict the reactants needed to synthesize it. The reactants are: [C:1]([O:5][C:6]([N:8]1[C@H:13]([C:14]([OH:16])=O)[CH2:12][C@@H:11]2[C@H:9]1[CH2:10]2)=[O:7])([CH3:4])([CH3:3])[CH3:2].Cl.[F:18][C:19](=[C:22]([CH3:24])[CH3:23])[CH2:20][NH2:21].C(P1(=O)OP(CCC)(=O)OP(CCC)(=O)O1)CC.CCN(C(C)C)C(C)C. (3) The reactants are: [C:1]1([C:7]([C:15]2[CH:20]=[CH:19][CH:18]=[CH:17][CH:16]=2)([C:9]2[CH:14]=[CH:13][CH:12]=[CH:11][CH:10]=2)Cl)[CH:6]=[CH:5][CH:4]=[CH:3][CH:2]=1.[NH2:21][CH:22](O)[CH3:23].[OH2:25]. Given the product [C:1]1([C:7]([NH:21][CH2:22][CH2:23][OH:25])([C:15]2[CH:20]=[CH:19][CH:18]=[CH:17][CH:16]=2)[C:9]2[CH:14]=[CH:13][CH:12]=[CH:11][CH:10]=2)[CH:6]=[CH:5][CH:4]=[CH:3][CH:2]=1, predict the reactants needed to synthesize it. (4) The reactants are: C([O:5][C:6](=[O:16])[CH2:7][NH:8][C:9]1[CH:14]=[CH:13][C:12]([CH3:15])=[CH:11][CH:10]=1)(C)(C)C.C(O)(C(F)(F)F)=O.O. Given the product [C:12]1([CH3:15])[CH:13]=[CH:14][C:9]([NH:8][CH2:7][C:6]([OH:16])=[O:5])=[CH:10][CH:11]=1, predict the reactants needed to synthesize it. (5) Given the product [C:20]([O:19][C:18]([NH:17][CH2:16][C:13]1[CH:12]=[CH:11][C:10]([NH:9][C:7]2[S:8][C:4]([S:1][C:2]3[CH:47]=[CH:46][N:45]=[C:44]([C:48]([O:50][CH3:51])=[O:49])[C:43]=3[F:52])=[CH:5][N:6]=2)=[N:15][CH:14]=1)=[O:24])([CH3:23])([CH3:22])[CH3:21], predict the reactants needed to synthesize it. The reactants are: [S:1]([C:4]1[S:8][C:7]([NH:9][C:10]2[N:15]=[CH:14][C:13]([CH2:16][NH:17][C:18](=[O:24])[O:19][C:20]([CH3:23])([CH3:22])[CH3:21])=[CH:12][CH:11]=2)=[N:6][CH:5]=1)[C:2]#N.SC[C@H]([C@@H](CS)O)O.[O-]P([O-])([O-])=O.[K+].[K+].[K+].ClC1[CH:47]=[CH:46][N:45]=[C:44]([C:48]([O:50][CH3:51])=[O:49])[C:43]=1[F:52]. (6) Given the product [CH:10]1([CH2:9][NH:8][C:6](=[O:7])[C:5]2[CH:13]=[CH:14][C:2]([C:17]3[CH:18]=[C:19]([C:20](=[O:21])[NH:22][C:23]4[S:24][CH:25]=[CH:26][N:27]=4)[CH:28]=[CH:29][C:16]=3[CH3:15])=[N:3][CH:4]=2)[CH2:12][CH2:11]1, predict the reactants needed to synthesize it. The reactants are: Cl[C:2]1[CH:14]=[CH:13][C:5]([C:6]([NH:8][CH2:9][CH:10]2[CH2:12][CH2:11]2)=[O:7])=[CH:4][N:3]=1.[CH3:15][C:16]1[CH:29]=[CH:28][C:19]([C:20]([NH:22][C:23]2[S:24][CH:25]=[CH:26][N:27]=2)=[O:21])=[CH:18][C:17]=1B1OC(C)(C)C(C)(C)O1. (7) Given the product [CH:13]1([CH2:12][N:10]2[C:3]3[C:4](=[N:5][CH:6]=[CH:7][C:2]=3[I:1])[CH:8]=[N:9]2)[CH2:15][CH2:14]1.[CH:13]1([CH2:12][N:9]2[CH:8]=[C:4]3[N:5]=[CH:6][CH:7]=[C:2]([I:1])[C:3]3=[N:10]2)[CH2:15][CH2:14]1, predict the reactants needed to synthesize it. The reactants are: [I:1][C:2]1[CH:7]=[CH:6][N:5]=[C:4]2[CH:8]=[N:9][NH:10][C:3]=12.Br[CH2:12][CH:13]1[CH2:15][CH2:14]1.C(=O)([O-])[O-].[Cs+].[Cs+].O. (8) Given the product [Cl:5][C:6]1[C:11]([CH2:12][N:13]([CH3:1])[CH2:14][C@H:15]([C:17]2[CH:18]=[CH:19][CH:20]=[CH:21][CH:22]=2)[OH:16])=[CH:10][CH:9]=[C:8]([Cl:23])[N:7]=1, predict the reactants needed to synthesize it. The reactants are: [C:1]([BH3-])#N.[Na+].[Cl:5][C:6]1[C:11]([CH2:12][NH:13][CH2:14][C@H:15]([C:17]2[CH:22]=[CH:21][CH:20]=[CH:19][CH:18]=2)[OH:16])=[CH:10][CH:9]=[C:8]([Cl:23])[N:7]=1.C=O.C(O)(=O)C. (9) Given the product [F:23][C:4]1[CH:3]=[C:2]([NH:1][C:35]([NH:34][C:32](=[O:33])[CH2:31][C:28]2[CH:29]=[CH:30][C:25]([F:24])=[CH:26][CH:27]=2)=[O:36])[CH:22]=[CH:21][C:5]=1[O:6][C:7]1[CH:12]=[CH:11][N:10]=[C:9]([NH:13][C:14]2[CH:15]=[CH:16][C:17]([F:20])=[CH:18][CH:19]=2)[CH:8]=1, predict the reactants needed to synthesize it. The reactants are: [NH2:1][C:2]1[CH:22]=[CH:21][C:5]([O:6][C:7]2[CH:12]=[CH:11][N:10]=[C:9]([NH:13][C:14]3[CH:19]=[CH:18][C:17]([F:20])=[CH:16][CH:15]=3)[CH:8]=2)=[C:4]([F:23])[CH:3]=1.[F:24][C:25]1[CH:30]=[CH:29][C:28]([CH2:31][C:32]([N:34]=[C:35]=[O:36])=[O:33])=[CH:27][CH:26]=1.COC1C=CC(CNC2N=CN=C(OC3C=CC(NC(NC(=O)CC4C=CC(F)=CC=4)=O)=CC=3F)C=2)=CC=1.